Dataset: Forward reaction prediction with 1.9M reactions from USPTO patents (1976-2016). Task: Predict the product of the given reaction. (1) Given the reactants [CH3:1][N:2]([CH3:19])[CH2:3][CH2:4][N:5]([CH3:18])[C:6]([C@H:8]1[CH2:13][CH2:12][C@H:11]([C:14]([O:16]C)=[O:15])[CH2:10][CH2:9]1)=[O:7].[OH-].[Na+].Cl, predict the reaction product. The product is: [CH3:1][N:2]([CH3:19])[CH2:3][CH2:4][N:5]([CH3:18])[C:6]([C@H:8]1[CH2:13][CH2:12][C@H:11]([C:14]([OH:16])=[O:15])[CH2:10][CH2:9]1)=[O:7]. (2) Given the reactants [CH3:1][O:2][C:3]1[C:12]([NH:13][C:14](=[O:22])OC2C=CC=CC=2)=[N:11][C:10]2[C:5](=[CH:6][CH:7]=[CH:8][CH:9]=2)[N:4]=1.[CH3:23][O:24][C:25]1[CH:26]=[C:27]([N:33]2[CH2:38][CH2:37][NH:36][CH2:35][CH2:34]2)[CH:28]=[C:29]([O:31][CH3:32])[CH:30]=1, predict the reaction product. The product is: [CH3:1][O:2][C:3]1[C:12]([NH:13][C:14]([N:36]2[CH2:35][CH2:34][N:33]([C:27]3[CH:26]=[C:25]([O:24][CH3:23])[CH:30]=[C:29]([O:31][CH3:32])[CH:28]=3)[CH2:38][CH2:37]2)=[O:22])=[N:11][C:10]2[C:5](=[CH:6][CH:7]=[CH:8][CH:9]=2)[N:4]=1. (3) Given the reactants [C:1]([O:12][CH2:13][CH2:14][N:15]([CH2:17][CH2:18][NH:19][C:20]([C@:22]12[CH2:60][CH2:59][C@@H:58]([C:61]([CH3:63])=[CH2:62])[C@@H:23]1[C@@H:24]1[C@@:37]([CH3:40])([CH2:38][CH2:39]2)[C@@:36]2([CH3:41])[C@@H:27]([C@:28]3([CH3:57])[C@@H:33]([CH2:34][CH2:35]2)[C:32]([CH3:43])([CH3:42])[C:31]([C:44]2[CH:49]=[CH:48][C:47]([C:50]([O:52]C(C)(C)C)=[O:51])=[CH:46][CH:45]=2)=[CH:30][CH2:29]3)[CH2:26][CH2:25]1)=[O:21])[CH3:16])(=[O:11])[CH2:2][CH2:3][C:4]([O:6]C(C)(C)C)=[O:5].Cl, predict the reaction product. The product is: [C:4]([CH2:3][CH2:2][C:1]([O:12][CH2:13][CH2:14][N:15]([CH3:16])[CH2:17][CH2:18][NH:19][C:20]([C@:22]12[CH2:60][CH2:59][C@@H:58]([C:61]([CH3:63])=[CH2:62])[C@@H:23]1[C@@H:24]1[C@@:37]([CH3:40])([CH2:38][CH2:39]2)[C@@:36]2([CH3:41])[C@@H:27]([C@:28]3([CH3:57])[C@@H:33]([CH2:34][CH2:35]2)[C:32]([CH3:43])([CH3:42])[C:31]([C:44]2[CH:45]=[CH:46][C:47]([C:50]([OH:52])=[O:51])=[CH:48][CH:49]=2)=[CH:30][CH2:29]3)[CH2:26][CH2:25]1)=[O:21])=[O:11])([OH:6])=[O:5].